From a dataset of NCI-60 drug combinations with 297,098 pairs across 59 cell lines. Regression. Given two drug SMILES strings and cell line genomic features, predict the synergy score measuring deviation from expected non-interaction effect. (1) Drug 1: CC12CCC3C(C1CCC2=O)CC(=C)C4=CC(=O)C=CC34C. Drug 2: C(=O)(N)NO. Cell line: TK-10. Synergy scores: CSS=17.0, Synergy_ZIP=2.09, Synergy_Bliss=2.47, Synergy_Loewe=-5.47, Synergy_HSA=2.25. (2) Drug 1: C1=CC(=CC=C1C#N)C(C2=CC=C(C=C2)C#N)N3C=NC=N3. Drug 2: CC1C(C(CC(O1)OC2CC(CC3=C2C(=C4C(=C3O)C(=O)C5=CC=CC=C5C4=O)O)(C(=O)C)O)N)O. Cell line: A549. Synergy scores: CSS=63.6, Synergy_ZIP=2.08, Synergy_Bliss=2.62, Synergy_Loewe=-27.5, Synergy_HSA=4.89. (3) Drug 1: CC(C1=C(C=CC(=C1Cl)F)Cl)OC2=C(N=CC(=C2)C3=CN(N=C3)C4CCNCC4)N. Drug 2: CS(=O)(=O)OCCCCOS(=O)(=O)C. Cell line: KM12. Synergy scores: CSS=40.4, Synergy_ZIP=-3.00, Synergy_Bliss=-4.90, Synergy_Loewe=-2.16, Synergy_HSA=-2.09. (4) Drug 1: CC(C)(C#N)C1=CC(=CC(=C1)CN2C=NC=N2)C(C)(C)C#N. Drug 2: C1CNP(=O)(OC1)N(CCCl)CCCl. Cell line: HCT-15. Synergy scores: CSS=-4.02, Synergy_ZIP=3.42, Synergy_Bliss=1.17, Synergy_Loewe=-4.29, Synergy_HSA=-5.31. (5) Drug 1: C1CCN(CC1)CCOC2=CC=C(C=C2)C(=O)C3=C(SC4=C3C=CC(=C4)O)C5=CC=C(C=C5)O. Drug 2: C1CC(C1)(C(=O)O)C(=O)O.[NH2-].[NH2-].[Pt+2]. Cell line: MOLT-4. Synergy scores: CSS=68.0, Synergy_ZIP=-1.17, Synergy_Bliss=-2.15, Synergy_Loewe=-5.76, Synergy_HSA=-5.08.